Dataset: Full USPTO retrosynthesis dataset with 1.9M reactions from patents (1976-2016). Task: Predict the reactants needed to synthesize the given product. (1) Given the product [C:84]([C:73]1[CH:72]=[C:71]([NH:70][C:2]2[CH:7]=[CH:6][C:5]([O:8][C:9]3[CH:14]=[CH:13][CH:12]=[C:11]([C:15](=[O:36])[NH2:16])[N:10]=3)=[CH:4][CH:3]=2)[N:75]([CH2:76][C:77]2[CH:82]=[CH:81][C:80]([Cl:83])=[CH:79][CH:78]=2)[N:74]=1)([CH3:87])([CH3:86])[CH3:85], predict the reactants needed to synthesize it. The reactants are: Br[C:2]1[CH:7]=[CH:6][C:5]([O:8][C:9]2[CH:14]=[CH:13][CH:12]=[C:11]([C:15]#[N:16])[N:10]=2)=[CH:4][CH:3]=1.C1(P(C2C=CC=CC=2)C2C3[O:36]C4C(=CC=CC=4P(C4C=CC=CC=4)C4C=CC=CC=4)C(C)(C)C=3C=CC=2)C=CC=CC=1.O.O.O.[O-]C1C=CC=CC=1.[Na+].[NH2:70][C:71]1[N:75]([CH2:76][C:77]2[CH:82]=[CH:81][C:80]([Cl:83])=[CH:79][CH:78]=2)[N:74]=[C:73]([C:84]([CH3:87])([CH3:86])[CH3:85])[CH:72]=1.C(=O)([O-])O.[Na+]. (2) Given the product [CH2:5]([O:6][CH2:7][CH2:8][C:11]1[CH:12]=[C:13]([S:16]([O:9][CH2:8][CH2:7][O:6][CH2:5][CH2:4][O:3][S:16]([C:13]2[CH:14]=[CH:15][C:10]([CH3:20])=[CH:11][CH:12]=2)(=[O:18])=[O:17])(=[O:18])=[O:17])[CH:14]=[CH:15][C:10]=1[CH3:20])[CH3:4], predict the reactants needed to synthesize it. The reactants are: C([O:3][CH2:4][CH2:5][O:6][CH2:7][CH2:8][OH:9])C.[C:10]1([CH3:20])[CH:15]=[CH:14][C:13]([S:16](Cl)(=[O:18])=[O:17])=[CH:12][CH:11]=1. (3) The reactants are: [CH3:1][N:2]([CH3:33])[C:3](=[O:32])[NH:4][C:5]1[CH:10]=[C:9]([CH:11]=[N:12][C:13]2[CH:31]=[CH:30][CH:29]=[CH:28][C:14]=2[C:15]([NH:17][C:18]2[CH:19]=[CH:20][C:21]3[C:25]([CH:26]=2)=[N:24][N:23]([CH3:27])[CH:22]=3)=[O:16])[CH:8]=[CH:7][N:6]=1.C([SiH](CC)CC)C.[OH-].[Na+]. Given the product [CH3:1][N:2]([CH3:33])[C:3](=[O:32])[NH:4][C:5]1[CH:10]=[C:9]([CH2:11][NH:12][C:13]2[CH:31]=[CH:30][CH:29]=[CH:28][C:14]=2[C:15]([NH:17][C:18]2[CH:19]=[CH:20][C:21]3[C:25]([CH:26]=2)=[N:24][N:23]([CH3:27])[CH:22]=3)=[O:16])[CH:8]=[CH:7][N:6]=1, predict the reactants needed to synthesize it. (4) Given the product [O:11]1[CH2:12][CH2:13][N:8]([C:7]2[C:2]([O:21][C:18]3[CH:19]=[CH:20][C:15]([NH2:14])=[CH:16][CH:17]=3)=[N:3][CH:4]=[CH:5][CH:6]=2)[CH2:9][CH2:10]1, predict the reactants needed to synthesize it. The reactants are: F[C:2]1[C:7]([N:8]2[CH2:13][CH2:12][O:11][CH2:10][CH2:9]2)=[CH:6][CH:5]=[CH:4][N:3]=1.[NH2:14][C:15]1[CH:20]=[CH:19][C:18]([OH:21])=[CH:17][CH:16]=1.C(=O)([O-])[O-].[Cs+].[Cs+].